From a dataset of Forward reaction prediction with 1.9M reactions from USPTO patents (1976-2016). Predict the product of the given reaction. Given the reactants [F:1][C:2]1[CH:3]=[C:4]([CH:7]=[C:8]([F:11])[C:9]=1[F:10])[NH:5][CH3:6].Br.Br[CH:14]([C:16]1[CH:17]=[C:18]([C:33]([N:35]([CH3:37])[CH3:36])=[O:34])[CH:19]=[C:20]2[C:25]=1[O:24][C:23]([N:26]1[CH2:31][CH2:30][O:29][CH2:28][CH2:27]1)=[CH:22][C:21]2=[O:32])[CH3:15], predict the reaction product. The product is: [CH3:36][N:35]([CH3:37])[C:33]([C:18]1[CH:19]=[C:20]2[C:25](=[C:16]([CH:14]([N:5]([CH3:6])[C:4]3[CH:7]=[C:8]([F:11])[C:9]([F:10])=[C:2]([F:1])[CH:3]=3)[CH3:15])[CH:17]=1)[O:24][C:23]([N:26]1[CH2:31][CH2:30][O:29][CH2:28][CH2:27]1)=[CH:22][C:21]2=[O:32])=[O:34].